From a dataset of Catalyst prediction with 721,799 reactions and 888 catalyst types from USPTO. Predict which catalyst facilitates the given reaction. (1) Reactant: C([O:8][C:9]1[CH:14]=[CH:13][C:12]([C:15]2[N:19]([CH:20]3[CH2:25][CH2:24][CH2:23][CH2:22][CH2:21]3)[N:18]=[C:17](/[CH:26]=[CH:27]/[C:28]([O:30][CH3:31])=[O:29])[CH:16]=2)=[CH:11][CH:10]=1)C1C=CC=CC=1.B(Cl)(Cl)Cl. Product: [CH:20]1([N:19]2[C:15]([C:12]3[CH:11]=[CH:10][C:9]([OH:8])=[CH:14][CH:13]=3)=[CH:16][C:17](/[CH:26]=[CH:27]/[C:28]([O:30][CH3:31])=[O:29])=[N:18]2)[CH2:21][CH2:22][CH2:23][CH2:24][CH2:25]1. The catalyst class is: 2. (2) Reactant: [F:1][C:2]1[CH:9]=[CH:8][C:5]([C:6]#[N:7])=[C:4]([CH2:10][O:11][CH2:12][CH2:13][O:14][CH3:15])[CH:3]=1.O.O.O.O.O.O.[Cl-].[Mg+2].[Cl-].[S:25](S([O-])=O)([O-])=O.[Na+].[Na+]. The catalyst class is: 3. Product: [F:1][C:2]1[CH:9]=[CH:8][C:5]([C:6](=[S:25])[NH2:7])=[C:4]([CH2:10][O:11][CH2:12][CH2:13][O:14][CH3:15])[CH:3]=1.